Dataset: Reaction yield outcomes from USPTO patents with 853,638 reactions. Task: Predict the reaction yield, written as a fraction of the theoretical maximum amount of product (1.0 means a 100% yield; for example, 0.34 means a 34% yield). (1) The reactants are [CH2:1]([O:8][CH2:9][Sn](CCCC)(CCCC)CCCC)[C:2]1[CH:7]=[CH:6][CH:5]=[CH:4][CH:3]=1.C([Li])CCC.[N:28]1[CH:33]=[C:32]([CH:34]2[CH2:39][CH2:38][CH2:37][N:35]2[CH3:36])[CH:31]=[CH:30][CH:29]=1.[C:40](Cl)(=[O:45])[C:41]([CH3:44])([CH3:43])[CH3:42].C(=O)=O.[NH4+].[Cl-]. The catalyst is C1COCC1. The product is [CH2:1]([O:8][CH2:9][CH:31]1[CH:30]=[CH:29][N:28]([C:40](=[O:45])[C:41]([CH3:44])([CH3:43])[CH3:42])[CH:33]=[C:32]1[CH:34]1[CH2:39][CH2:38][CH2:37][N:35]1[CH3:36])[C:2]1[CH:3]=[CH:4][CH:5]=[CH:6][CH:7]=1. The yield is 0.700. (2) The reactants are [NH2:1][CH:2]([CH2:12][C:13]1[CH:18]=[CH:17][CH:16]=[C:15]([O:19][CH2:20][C:21]([CH3:24])([CH3:23])[CH3:22])[CH:14]=1)[CH:3]([C:5]1[CH:10]=[CH:9][CH:8]=[C:7]([Cl:11])[CH:6]=1)[OH:4].[F:25][C:26]1[C:35]2[C:30](=[CH:31][CH:32]=[CH:33][CH:34]=2)[C:29]([C:36](O)=[O:37])=[CH:28][CH:27]=1.O.ON1C2C=CC=CC=2N=N1.Cl.C(N=C=NCCCN(C)C)C. The catalyst is CN(C)C=O.C(OCC)(=O)C. The product is [CH2:20]([O:19][C:15]1[CH:14]=[C:13]([CH:18]=[CH:17][CH:16]=1)[CH2:12][CH:2]([NH:1][C:36]([C:29]1[C:30]2[C:35](=[CH:34][CH:33]=[CH:32][CH:31]=2)[C:26]([F:25])=[CH:27][CH:28]=1)=[O:37])[CH:3]([C:5]1[CH:10]=[CH:9][CH:8]=[C:7]([Cl:11])[CH:6]=1)[OH:4])[C:21]([CH3:24])([CH3:23])[CH3:22]. The yield is 0.790.